This data is from Forward reaction prediction with 1.9M reactions from USPTO patents (1976-2016). The task is: Predict the product of the given reaction. (1) Given the reactants [CH2:1]([O:3][C:4]([C:6]1[CH:7]=[C:8]2[N:13]([CH:14]=1)[CH:12]=[CH:11][C:10]([CH2:15][OH:16])=[CH:9]2)=[O:5])[CH3:2].[C:17]([O-:20])(=O)[CH3:18].[Na+].[C:22](OC(=O)C)(=[O:24])[CH3:23], predict the reaction product. The product is: [CH2:1]([O:3][C:4]([C:6]1[CH:7]=[C:8]2[N:13]([C:14]=1[C:22](=[O:24])[CH3:23])[CH:12]=[CH:11][C:10]([CH2:15][O:16][C:17](=[O:20])[CH3:18])=[CH:9]2)=[O:5])[CH3:2]. (2) Given the reactants [CH3:1][O-:2].[Na+].[CH3:4][O:5][C:6]([C:8]1[C:9]2[CH:10]=[CH:11][N:12]([CH:18]([CH3:20])[CH3:19])[C:13]=2[CH:14]=[C:15](Br)[CH:16]=1)=[O:7].Cl, predict the reaction product. The product is: [CH3:4][O:5][C:6]([C:8]1[C:9]2[CH:10]=[CH:11][N:12]([CH:18]([CH3:20])[CH3:19])[C:13]=2[CH:14]=[C:15]([O:2][CH3:1])[CH:16]=1)=[O:7]. (3) Given the reactants Cl[C:2]1[N:7]=[C:6]([N:8]2[CH2:13][CH2:12][O:11][CH2:10][CH2:9]2)[CH:5]=[C:4]([CH3:14])[N:3]=1.[NH2:15][CH:16]1[CH:20]([F:21])[CH2:19][N:18]([C:22]([O:24][CH2:25][C:26]2[CH:31]=[CH:30][CH:29]=[CH:28][CH:27]=2)=[O:23])[CH2:17]1.C(P(C(C)(C)C)C1C=CC=CC=1C1C=CC=CC=1)(C)(C)C.CC(C)([O-])C.[Na+], predict the reaction product. The product is: [F:21][CH:20]1[CH:16]([NH:15][C:2]2[N:3]=[C:4]([CH3:14])[CH:5]=[C:6]([N:8]3[CH2:13][CH2:12][O:11][CH2:10][CH2:9]3)[N:7]=2)[CH2:17][N:18]([C:22]([O:24][CH2:25][C:26]2[CH:31]=[CH:30][CH:29]=[CH:28][CH:27]=2)=[O:23])[CH2:19]1. (4) Given the reactants [Br:1][C:2]1[CH:3]=[C:4]2[C:9](=[CH:10][CH:11]=1)[CH2:8][C@@H:7]([NH2:12])[CH2:6][CH2:5]2.C(N(CC)CC)C.[O:20]1[C:29]2[CH:28]=[C:27]([CH:30]=O)[N:26]=[CH:25][C:24]=2[O:23][CH2:22][CH2:21]1.C(O[BH-](OC(=O)C)OC(=O)C)(=O)C.[Na+], predict the reaction product. The product is: [Br:1][C:2]1[CH:3]=[C:4]2[C:9](=[CH:10][CH:11]=1)[CH2:8][C@@H:7]([NH:12][CH2:30][C:27]1[N:26]=[CH:25][C:24]3[O:23][CH2:22][CH2:21][O:20][C:29]=3[CH:28]=1)[CH2:6][CH2:5]2. (5) Given the reactants [N+:1]([C:4]1[CH:9]=[CH:8][N:7]=[C:6]([N:10]2[CH2:15][CH2:14][N:13]([C:16]([O:18][CH2:19][C:20]([CH3:23])([CH3:22])[CH3:21])=[O:17])[CH2:12][CH2:11]2)[CH:5]=1)([O-])=O.[H][H], predict the reaction product. The product is: [NH2:1][C:4]1[CH:9]=[CH:8][N:7]=[C:6]([N:10]2[CH2:15][CH2:14][N:13]([C:16]([O:18][CH2:19][C:20]([CH3:23])([CH3:22])[CH3:21])=[O:17])[CH2:12][CH2:11]2)[CH:5]=1. (6) Given the reactants [CH2:1]([Sn](CCCC)(CCCC)CCCC)[CH:2]=[CH2:3].Br[C:18]1[C:19]([Cl:30])=[CH:20][N:21]=[C:22]2[C:27]=1[N:26]=[C:25]([O:28][CH3:29])[CH:24]=[CH:23]2.[Cl-].[Li+].C(OCC)(=O)C, predict the reaction product. The product is: [CH2:3]([C:18]1[C:19]([Cl:30])=[CH:20][N:21]=[C:22]2[C:27]=1[N:26]=[C:25]([O:28][CH3:29])[CH:24]=[CH:23]2)[CH:2]=[CH2:1].